The task is: Predict which catalyst facilitates the given reaction.. This data is from Catalyst prediction with 721,799 reactions and 888 catalyst types from USPTO. Reactant: [F:1][C:2]1([CH2:8][OH:9])[CH2:7][CH2:6][CH2:5][CH2:4][CH2:3]1.C(N(CC)CC)C.[F:17][C:18]([F:31])([F:30])[S:19](O[S:19]([C:18]([F:31])([F:30])[F:17])(=[O:21])=[O:20])(=[O:21])=[O:20].O. Product: [F:17][C:18]([F:31])([F:30])[S:19]([O:9][CH2:8][C:2]1([F:1])[CH2:7][CH2:6][CH2:5][CH2:4][CH2:3]1)(=[O:21])=[O:20]. The catalyst class is: 2.